This data is from NCI-60 drug combinations with 297,098 pairs across 59 cell lines. The task is: Regression. Given two drug SMILES strings and cell line genomic features, predict the synergy score measuring deviation from expected non-interaction effect. (1) Drug 1: CC12CCC3C(C1CCC2O)C(CC4=C3C=CC(=C4)O)CCCCCCCCCS(=O)CCCC(C(F)(F)F)(F)F. Drug 2: COC1=NC(=NC2=C1N=CN2C3C(C(C(O3)CO)O)O)N. Cell line: SF-295. Synergy scores: CSS=7.38, Synergy_ZIP=-0.498, Synergy_Bliss=8.15, Synergy_Loewe=3.21, Synergy_HSA=3.91. (2) Drug 1: CC12CCC(CC1=CCC3C2CCC4(C3CC=C4C5=CN=CC=C5)C)O. Drug 2: C1C(C(OC1N2C=NC3=C2NC=NCC3O)CO)O. Cell line: CAKI-1. Synergy scores: CSS=4.71, Synergy_ZIP=-4.35, Synergy_Bliss=-5.48, Synergy_Loewe=-2.78, Synergy_HSA=-2.62.